Task: Predict the product of the given reaction.. Dataset: Forward reaction prediction with 1.9M reactions from USPTO patents (1976-2016) (1) Given the reactants [N+:1]([C:4]1[CH:5]=[C:6]2[C:10](=[CH:11][CH:12]=1)[NH:9][C:8]([CH2:13][C:14]1[CH:19]=[CH:18][C:17]([O:20][C:21]([F:24])([F:23])[F:22])=[CH:16][CH:15]=1)=[CH:7]2)([O-:3])=[O:2].Cl.Cl[CH2:27][CH2:28][N:29]([CH2:32][CH3:33])[CH2:30][CH3:31].C(=O)([O-])[O-].[K+].[K+].CN(C)C=O, predict the reaction product. The product is: [CH2:28]([N:29]([CH2:32][CH3:33])[CH2:30][CH2:31][N:9]1[C:10]2[C:6](=[CH:5][C:4]([N+:1]([O-:3])=[O:2])=[CH:12][CH:11]=2)[CH:7]=[C:8]1[CH2:13][C:14]1[CH:15]=[CH:16][C:17]([O:20][C:21]([F:24])([F:22])[F:23])=[CH:18][CH:19]=1)[CH3:27]. (2) Given the reactants [OH:1][CH2:2][C:3]1[N:4]([S:14]([N:17]([CH3:19])[CH3:18])(=[O:16])=[O:15])[CH:5]=[C:6]([C:8]2[CH:13]=[CH:12][CH:11]=[CH:10][CH:9]=2)[N:7]=1.[H-].[Na+].Cl[C:23]1[CH:32]=[N:31][C:30]2[C:25](=[CH:26][CH:27]=[CH:28][CH:29]=2)[N:24]=1.CO, predict the reaction product. The product is: [CH3:18][N:17]([CH3:19])[S:14]([N:4]1[CH:5]=[C:6]([C:8]2[CH:13]=[CH:12][CH:11]=[CH:10][CH:9]=2)[N:7]=[C:3]1[CH2:2][O:1][C:23]1[CH:32]=[N:31][C:30]2[C:25](=[CH:26][CH:27]=[CH:28][CH:29]=2)[N:24]=1)(=[O:15])=[O:16]. (3) Given the reactants [H-].[Na+].[OH:3][CH:4]1[CH2:8][CH2:7][O:6][CH2:5]1.[CH3:9][O:10][C:11](=[O:22])[C:12]1[CH:17]=[CH:16][C:15]([N+:18]([O-:20])=[O:19])=[C:14](F)[CH:13]=1, predict the reaction product. The product is: [CH3:9][O:10][C:11](=[O:22])[C:12]1[CH:13]=[CH:14][C:15]([N+:18]([O-:20])=[O:19])=[C:16]([O:3][CH:4]2[CH2:8][CH2:7][O:6][CH2:5]2)[CH:17]=1.